This data is from Catalyst prediction with 721,799 reactions and 888 catalyst types from USPTO. The task is: Predict which catalyst facilitates the given reaction. Reactant: CC(OC(=O)[N:7]([C:15]1[CH:16]=[N:17][CH:18]=[C:19]([C:21]([N:23]2[CH2:28][CH2:27][CH:26]([C:29]3[CH:34]=[CH:33][CH:32]=[C:31]([CH2:35][N:36](C(OC(C)(C)C)=O)C(OC(C)(C)C)=O)[CH:30]=3)[CH2:25][CH2:24]2)=[O:22])[CH:20]=1)[CH2:8][C:9]1[CH:10]=[N:11][CH:12]=[CH:13][CH:14]=1)(C)C.[ClH:52].C(O)(C)C.CCOCC. Product: [ClH:52].[ClH:52].[ClH:52].[ClH:52].[NH2:36][CH2:35][C:31]1[CH:30]=[C:29]([CH:26]2[CH2:27][CH2:28][N:23]([C:21]([C:19]3[CH:18]=[N:17][CH:16]=[C:15]([NH:7][CH2:8][C:9]4[CH:10]=[N:11][CH:12]=[CH:13][CH:14]=4)[CH:20]=3)=[O:22])[CH2:24][CH2:25]2)[CH:34]=[CH:33][CH:32]=1. The catalyst class is: 5.